This data is from Forward reaction prediction with 1.9M reactions from USPTO patents (1976-2016). The task is: Predict the product of the given reaction. (1) Given the reactants [Cl:1][C:2]1[CH:3]=[C:4]2[C:10]([NH2:11])=[CH:9][NH:8][C:5]2=[N:6][CH:7]=1.CCN(CC)CC.[F:19][C:20]1[CH:34]=[CH:33][C:23]([CH2:24][N:25]2[CH:29]=[C:28]([C:30](O)=[O:31])[CH:27]=[N:26]2)=[CH:22][CH:21]=1.CN(C(ON1N=NC2C=CC=NC1=2)=[N+](C)C)C.F[P-](F)(F)(F)(F)F, predict the reaction product. The product is: [Cl:1][C:2]1[CH:3]=[C:4]2[C:10]([NH:11][C:30]([C:28]3[CH:27]=[N:26][N:25]([CH2:24][C:23]4[CH:33]=[CH:34][C:20]([F:19])=[CH:21][CH:22]=4)[CH:29]=3)=[O:31])=[CH:9][NH:8][C:5]2=[N:6][CH:7]=1. (2) Given the reactants [C:1]([O:5][C:6]([N:8]1[CH2:13][CH2:12][CH2:11][CH:10]([C:14](=[NH:17])[NH:15][OH:16])[CH2:9]1)=[O:7])([CH3:4])([CH3:3])[CH3:2].[F:18][C:19]1[CH:27]=[CH:26][C:22]([C:23](O)=O)=[CH:21][CH:20]=1, predict the reaction product. The product is: [C:1]([O:5][C:6]([N:8]1[CH2:13][CH2:12][CH2:11][CH:10]([C:14]2[N:17]=[C:23]([C:22]3[CH:26]=[CH:27][C:19]([F:18])=[CH:20][CH:21]=3)[O:16][N:15]=2)[CH2:9]1)=[O:7])([CH3:4])([CH3:2])[CH3:3]. (3) Given the reactants [NH2:1][C:2]1[CH:30]=[CH:29][C:5]([CH2:6][C@H:7]([N:10]([CH2:18][C@H:19]([OH:28])[CH2:20][O:21][C:22]2[CH:27]=[CH:26][CH:25]=[CH:24][CH:23]=2)[C:11](=[O:17])[O:12][C:13]([CH3:16])([CH3:15])[CH3:14])[CH2:8][OH:9])=[CH:4][CH:3]=1.[CH3:31][N:32]1[CH:36]=[CH:35][CH:34]=[C:33]1[C:37](O)=[O:38].O.ON1C2C=CC=CC=2N=N1.Cl.CN(C)CCCN=C=NCC, predict the reaction product. The product is: [OH:9][CH2:8][C@@H:7]([N:10]([CH2:18][C@H:19]([OH:28])[CH2:20][O:21][C:22]1[CH:23]=[CH:24][CH:25]=[CH:26][CH:27]=1)[C:11](=[O:17])[O:12][C:13]([CH3:16])([CH3:15])[CH3:14])[CH2:6][C:5]1[CH:4]=[CH:3][C:2]([NH:1][C:37]([C:33]2[N:32]([CH3:31])[CH:36]=[CH:35][CH:34]=2)=[O:38])=[CH:30][CH:29]=1. (4) Given the reactants [CH2:1]([C@@H:8]([CH2:12][CH2:13][C@H:14]([CH2:19][C:20]1[CH:25]=[CH:24][CH:23]=[CH:22][CH:21]=1)[C:15]([O:17][CH3:18])=[O:16])[C:9]([OH:11])=O)[C:2]1[CH:7]=[CH:6][CH:5]=[CH:4][CH:3]=1.FC(F)(F)C(O)=O.[NH2:33][C@H:34]1[CH2:40][CH2:39][CH2:38][CH2:37][N:36]([C:41]2[CH:46]=[CH:45][CH:44]=[CH:43][CH:42]=2)[C:35]1=[O:47].C1C=CC2N(O)N=NC=2C=1.C(Cl)CCl.CCN(C(C)C)C(C)C, predict the reaction product. The product is: [CH2:19]([C@@H:14]([CH2:13][CH2:12][C@H:8]([CH2:1][C:2]1[CH:7]=[CH:6][CH:5]=[CH:4][CH:3]=1)[C:9](=[O:11])[NH:33][C@@H:34]1[CH2:40][CH2:39][CH2:38][CH2:37][N:36]([C:41]2[CH:46]=[CH:45][CH:44]=[CH:43][CH:42]=2)[C:35]1=[O:47])[C:15]([O:17][CH3:18])=[O:16])[C:20]1[CH:21]=[CH:22][CH:23]=[CH:24][CH:25]=1. (5) Given the reactants FC(F)(F)C([O-])=O.[Br:8][C:9]1[C:21]2[C:20]3[CH2:19][CH2:18][NH2+:17][CH2:16][C:15]=3[CH:14]=[N:13][C:12]=2[NH:11][N:10]=1.[N:22]([C:25]1[CH:26]=[C:27]([C:31]2[N:32]=[C:33]([CH3:36])[S:34][CH:35]=2)[CH:28]=[CH:29][CH:30]=1)=[C:23]=[O:24], predict the reaction product. The product is: [Br:8][C:9]1[C:21]2[C:20]3[CH2:19][CH2:18][N:17]([C:23]([NH:22][C:25]4[CH:30]=[CH:29][CH:28]=[C:27]([C:31]5[N:32]=[C:33]([CH3:36])[S:34][CH:35]=5)[CH:26]=4)=[O:24])[CH2:16][C:15]=3[CH:14]=[N:13][C:12]=2[NH:11][N:10]=1. (6) Given the reactants [CH:1]1[C:6]([C:7]([NH2:10])=[N:8][NH2:9])=[CH:5][CH:4]=[N:3][CH:2]=1.O=[C:12]([C:18](OCC)=[O:19])[C:13]([O:15][CH2:16][CH3:17])=[O:14], predict the reaction product. The product is: [O:19]=[C:18]1[C:12]([C:13]([O:15][CH2:16][CH3:17])=[O:14])=[N:9][NH:8][C:7]([C:6]2[CH:5]=[CH:4][N:3]=[CH:2][CH:1]=2)=[N:10]1.